Dataset: Forward reaction prediction with 1.9M reactions from USPTO patents (1976-2016). Task: Predict the product of the given reaction. (1) Given the reactants [Br:1][C:2](Br)=[C:3]1[CH2:8][CH2:7][N:6]([C:9]([O:11][C:12]([CH3:15])([CH3:14])[CH3:13])=[O:10])[CH2:5][CH2:4]1.C1COCC1.[Cl-].[NH4+], predict the reaction product. The product is: [Br:1][CH:2]=[C:3]1[CH2:8][CH2:7][N:6]([C:9]([O:11][C:12]([CH3:15])([CH3:14])[CH3:13])=[O:10])[CH2:5][CH2:4]1. (2) Given the reactants C(OC([N:8]1[CH2:13][CH2:12][CH:11]([C:14]2[N:18]3[CH:19]=[CH:20][CH:21]=[CH:22][C:17]3=[N:16][CH:15]=2)[CH2:10][CH2:9]1)=O)(C)(C)C.[C:23]([OH:29])([C:25]([F:28])([F:27])[F:26])=[O:24], predict the reaction product. The product is: [OH:29][C:23]([C:25]([F:28])([F:27])[F:26])=[O:24].[OH:29][C:23]([C:25]([F:28])([F:27])[F:26])=[O:24].[N:16]1[CH:15]=[C:14]([CH:11]2[CH2:12][CH2:13][NH:8][CH2:9][CH2:10]2)[N:18]2[CH:19]=[CH:20][CH:21]=[CH:22][C:17]=12. (3) The product is: [F:20][C:14]([F:21])([C:2]1[CH:7]=[CH:6][C:5]([O:8][C:9]([F:12])([F:11])[F:10])=[CH:4][N:3]=1)[C:15]([O:17][CH2:18][CH3:19])=[O:16]. Given the reactants Br[C:2]1[CH:7]=[CH:6][C:5]([O:8][C:9]([F:12])([F:11])[F:10])=[CH:4][N:3]=1.Br[C:14]([F:21])([F:20])[C:15]([O:17][CH2:18][CH3:19])=[O:16].O, predict the reaction product. (4) Given the reactants [C:1]([O:5][C:6]([N:8]1[C:16]2[C:11](=[CH:12][C:13]([O:17][CH3:18])=[CH:14][CH:15]=2)[C:10](I)=[N:9]1)=[O:7])([CH3:4])([CH3:3])[CH3:2].C(N(CC)CC)C.[C:27]([O:31][CH3:32])(=[O:30])[CH:28]=[CH2:29].C1(P(C2C=CC=CC=2)C2C=CC=CC=2)C=CC=CC=1, predict the reaction product. The product is: [C:1]([O:5][C:6]([N:8]1[C:16]2[C:11](=[CH:12][C:13]([O:17][CH3:18])=[CH:14][CH:15]=2)[C:10]([CH:29]=[CH:28][C:27]([O:31][CH3:32])=[O:30])=[N:9]1)=[O:7])([CH3:4])([CH3:3])[CH3:2].